This data is from Full USPTO retrosynthesis dataset with 1.9M reactions from patents (1976-2016). The task is: Predict the reactants needed to synthesize the given product. (1) Given the product [CH2:1]([O:8][N:9]1[C:15](=[O:16])[N:14]2[CH2:17][C@H:10]1[CH2:11][CH2:12][C@H:13]2[C:18]([OH:20])=[O:19])[C:2]1[CH:7]=[CH:6][CH:5]=[CH:4][CH:3]=1, predict the reactants needed to synthesize it. The reactants are: [CH2:1]([O:8][N:9]1[C:15](=[O:16])[N:14]2[CH2:17][C@H:10]1[CH2:11][CH2:12][C@H:13]2[C:18]([O:20]C)=[O:19])[C:2]1[CH:7]=[CH:6][CH:5]=[CH:4][CH:3]=1.O1CCCC1.[OH-].[Li+]. (2) Given the product [C:1]([O:5][C:6]([NH:8][C:9]1[CH:18]=[CH:17][C:16]2[C:11](=[CH:12][CH:13]=[C:14]([C:23]3[N:28]=[CH:27][CH:26]=[CH:25][N:24]=3)[CH:15]=2)[CH:10]=1)=[O:7])([CH3:4])([CH3:3])[CH3:2], predict the reactants needed to synthesize it. The reactants are: [C:1]([O:5][C:6]([NH:8][C:9]1[CH:10]=[C:11]2[C:16](=[CH:17][CH:18]=1)[CH:15]=[C:14](B(O)O)[CH:13]=[CH:12]2)=[O:7])([CH3:4])([CH3:3])[CH3:2].Br[C:23]1[N:28]=[CH:27][CH:26]=[CH:25][N:24]=1.C(=O)([O-])[O-].[Na+].[Na+].C(OCC)(=O)C. (3) Given the product [CH2:15]([N:4]1[C:3](=[O:17])[C:2]([NH:25][CH2:24][CH2:23][C:21]2[N:20]=[CH:19][NH:18][CH:22]=2)=[C:6]([C:7]2[CH:12]=[CH:11][CH:10]=[CH:9][CH:8]=2)[S:5]1(=[O:14])=[O:13])[CH3:16], predict the reactants needed to synthesize it. The reactants are: Cl[C:2]1[C:3](=[O:17])[N:4]([CH2:15][CH3:16])[S:5](=[O:14])(=[O:13])[C:6]=1[C:7]1[CH:12]=[CH:11][CH:10]=[CH:9][CH:8]=1.[NH:18]1[CH:22]=[C:21]([CH2:23][CH2:24][NH2:25])[N:20]=[CH:19]1. (4) Given the product [Cl:37][C:25]1[C:26](=[O:36])[N:27]([C:30]2[CH:35]=[CH:34][CH:33]=[CH:32][CH:31]=2)[N:28]([CH3:29])[C:24]=1[CH2:6][N:8]1[CH2:13][CH:12]=[C:11]([C:14]2[CH:19]=[C:18]([Cl:20])[CH:17]=[CH:16][C:15]=2[O:39][CH3:38])[CH2:10][CH2:9]1, predict the reactants needed to synthesize it. The reactants are: C(O[C:6]([N:8]1[CH2:13][CH:12]=[C:11]([C:14]2[CH:19]=[C:18]([Cl:20])[CH:17]=[CH:16][C:15]=2C)[CH2:10][CH2:9]1)=O)(C)(C)C.BrC[C:24]1[N:28]([CH3:29])[N:27]([C:30]2[CH:35]=[CH:34][CH:33]=[CH:32][CH:31]=2)[C:26](=[O:36])[C:25]=1[Cl:37].[C:38](=O)([O-])[O-:39].[K+].[K+]. (5) Given the product [C:2]([C:4]1[N:5]([C:14]2[CH:15]=[CH:16][C:17]([CH2:18][NH:19][C:20]([C:22]3([NH:25][C:35](=[O:36])[C:34]4[CH:38]=[C:30]([C:29]([F:40])([F:28])[F:39])[CH:31]=[N:32][CH:33]=4)[CH2:24][CH2:23]3)=[O:21])=[CH:26][CH:27]=2)[C:6]2[C:11]([CH:12]=1)=[CH:10][C:9]([F:13])=[CH:8][CH:7]=2)#[N:3], predict the reactants needed to synthesize it. The reactants are: Cl.[C:2]([C:4]1[N:5]([C:14]2[CH:27]=[CH:26][C:17]([CH2:18][NH:19][C:20]([C:22]3([NH2:25])[CH2:24][CH2:23]3)=[O:21])=[CH:16][CH:15]=2)[C:6]2[C:11]([CH:12]=1)=[CH:10][C:9]([F:13])=[CH:8][CH:7]=2)#[N:3].[F:28][C:29]([F:40])([F:39])[C:30]1[CH:31]=[N:32][CH:33]=[C:34]([CH:38]=1)[C:35](O)=[O:36]. (6) Given the product [Br:1][C:2]1[N:3]=[CH:4][C:5]([NH:8][C:9]2[CH:13]=[C:12]([C:14]3[C:15]([O:30][CH3:31])=[CH:16][CH:17]=[CH:18][C:19]=3[OH:20])[NH:11][N:10]=2)=[N:6][CH:7]=1, predict the reactants needed to synthesize it. The reactants are: [Br:1][C:2]1[N:3]=[CH:4][C:5]([NH:8][C:9]2[CH:13]=[C:12]([C:14]3[C:19]([O:20]CC4C=CC(OC)=CC=4)=[CH:18][CH:17]=[CH:16][C:15]=3[O:30][CH3:31])[NH:11][N:10]=2)=[N:6][CH:7]=1. (7) Given the product [CH3:10][O:11][C:12]1[CH:17]=[CH:16][CH:15]=[CH:14][C:13]=1[C:2]1[N:3]=[CH:4][CH:5]=[CH:6][C:7]=1[C:8]#[N:9], predict the reactants needed to synthesize it. The reactants are: Cl[C:2]1[C:7]([C:8]#[N:9])=[CH:6][CH:5]=[CH:4][N:3]=1.[CH3:10][O:11][C:12]1[CH:17]=[CH:16][CH:15]=[CH:14][C:13]=1B(O)O.C(O)(C)C.C(=O)([O-])[O-].[Na+].[Na+]. (8) Given the product [Cl:1][C:2]1[C:10]2[N:9]=[C:8]3[N:11]([C:15]4[CH:20]=[CH:19][C:18]([Cl:21])=[CH:17][C:16]=4[Cl:22])[CH2:12][CH2:13][CH2:14][N:7]3[C:6]=2[C:5]([CH:23]([O:28][CH2:32][CH3:33])[C:24]([F:25])([F:26])[F:27])=[CH:4][CH:3]=1, predict the reactants needed to synthesize it. The reactants are: [Cl:1][C:2]1[C:10]2[N:9]=[C:8]3[N:11]([C:15]4[CH:20]=[CH:19][C:18]([Cl:21])=[CH:17][C:16]=4[Cl:22])[CH2:12][CH2:13][CH2:14][N:7]3[C:6]=2[C:5]([CH:23]([OH:28])[C:24]([F:27])([F:26])[F:25])=[CH:4][CH:3]=1.[H-].[Na+].I[CH2:32][CH3:33].